This data is from Peptide-MHC class II binding affinity with 134,281 pairs from IEDB. The task is: Regression. Given a peptide amino acid sequence and an MHC pseudo amino acid sequence, predict their binding affinity value. This is MHC class II binding data. (1) The peptide sequence is KGSNPNYLALLVKYVNGDGD. The MHC is DRB1_0701 with pseudo-sequence DRB1_0701. The binding affinity (normalized) is 0.575. (2) The peptide sequence is EHELYVAVLSNALHR. The MHC is DRB1_1101 with pseudo-sequence DRB1_1101. The binding affinity (normalized) is 0.581. (3) The MHC is DRB1_0404 with pseudo-sequence DRB1_0404. The binding affinity (normalized) is 0.586. The peptide sequence is GVLQTFMRMAWGGSY. (4) The peptide sequence is SVEESEMFMPRSIGG. The MHC is DRB3_0101 with pseudo-sequence DRB3_0101. The binding affinity (normalized) is 0. (5) The peptide sequence is MANSRAFALVLLFCA. The MHC is DRB1_1602 with pseudo-sequence DRB1_1602. The binding affinity (normalized) is 0.350. (6) The peptide sequence is SYFVGKMYFNLID. The MHC is DRB1_1501 with pseudo-sequence DRB1_1501. The binding affinity (normalized) is 0.318. (7) The peptide sequence is AALPLLFFALAGQRI. The MHC is HLA-DQA10301-DQB10302 with pseudo-sequence HLA-DQA10301-DQB10302. The binding affinity (normalized) is 0.276. (8) The peptide sequence is HYLALLVKYAAGDGN. The MHC is HLA-DQA10401-DQB10402 with pseudo-sequence HLA-DQA10401-DQB10402. The binding affinity (normalized) is 0.198.